This data is from Forward reaction prediction with 1.9M reactions from USPTO patents (1976-2016). The task is: Predict the product of the given reaction. (1) Given the reactants FC(F)(F)C(O)=O.[NH:8]1[CH2:12][CH2:11][C@H:10]([S:13]([C:16]2[CH:21]=[CH:20][C:19]([OH:22])=[CH:18][CH:17]=2)(=[O:15])=[O:14])[CH2:9]1.[F:23][CH:24]([CH2:37][CH2:38][C:39]1[CH:44]=[CH:43][CH:42]=[CH:41][CH:40]=1)[CH2:25]OS(C1C=CC(C)=CC=1)(=O)=O, predict the reaction product. The product is: [F:23][C@@H:24]([CH2:37][CH2:38][C:39]1[CH:44]=[CH:43][CH:42]=[CH:41][CH:40]=1)[CH2:25][N:8]1[CH2:12][CH2:11][C@H:10]([S:13]([C:16]2[CH:21]=[CH:20][C:19]([OH:22])=[CH:18][CH:17]=2)(=[O:15])=[O:14])[CH2:9]1. (2) Given the reactants [CH3:1][C:2]1([CH3:23])[CH2:7][CH2:6][CH:5]([C:8]2[S:22][C:11]3[N:12]=[C:13]([CH3:21])[N:14]=[C:15]([C:16](OCC)=[O:17])[C:10]=3[CH:9]=2)[CH2:4][CH2:3]1.[Cl-].[Ca+2].[Cl-].[BH4-].[Na+].Cl, predict the reaction product. The product is: [CH3:1][C:2]1([CH3:23])[CH2:7][CH2:6][CH:5]([C:8]2[S:22][C:11]3[N:12]=[C:13]([CH3:21])[N:14]=[C:15]([CH2:16][OH:17])[C:10]=3[CH:9]=2)[CH2:4][CH2:3]1.